Dataset: Full USPTO retrosynthesis dataset with 1.9M reactions from patents (1976-2016). Task: Predict the reactants needed to synthesize the given product. Given the product [Br:1][C:2]1[CH:3]=[CH:4][C:5]([CH2:6][O:7][C:8]2[CH:13]=[CH:12][CH:11]=[CH:10][C:9]=2[CH2:14][CH2:15][N:16]([CH2:17][C:18]2[CH:19]=[CH:20][C:21]([C:22]([O:24][CH3:25])=[O:23])=[CH:26][CH:27]=2)[CH2:31][CH2:32][C:33]2[CH:40]=[CH:39][C:36]([C:37]#[N:38])=[CH:35][CH:34]=2)=[CH:28][CH:29]=1, predict the reactants needed to synthesize it. The reactants are: [Br:1][C:2]1[CH:29]=[CH:28][C:5]([CH2:6][O:7][C:8]2[CH:13]=[CH:12][CH:11]=[CH:10][C:9]=2[CH2:14][CH2:15][NH:16][CH2:17][C:18]2[CH:27]=[CH:26][C:21]([C:22]([O:24][CH3:25])=[O:23])=[CH:20][CH:19]=2)=[CH:4][CH:3]=1.Br[CH2:31][CH2:32][C:33]1[CH:40]=[CH:39][C:36]([C:37]#[N:38])=[CH:35][CH:34]=1.C(=O)([O-])[O-].[Na+].[Na+].